From a dataset of P-glycoprotein inhibition data for predicting drug efflux from Broccatelli et al.. Regression/Classification. Given a drug SMILES string, predict its absorption, distribution, metabolism, or excretion properties. Task type varies by dataset: regression for continuous measurements (e.g., permeability, clearance, half-life) or binary classification for categorical outcomes (e.g., BBB penetration, CYP inhibition). Dataset: pgp_broccatelli. (1) The compound is Cc1nn(-c2ccccc2)c(OC[C@@H](O)CN(C(C)C)C(C)C)c1C(=O)c1ccccc1. The result is 1 (inhibitor). (2) The result is 1 (inhibitor). The drug is CCN(CC)C[C@H](O)COc1ccccc1C(=O)CCc1ccccc1. (3) The result is 0 (non-inhibitor). The drug is Cc1c(N(C)C)c(=O)n(-c2ccccc2)n1C. (4) The drug is CN1CCc2cc3c(cc2[C@@H]1[C@H]1OC(=O)c2c1ccc1c2OCO1)OCO3. The result is 0 (non-inhibitor).